This data is from Full USPTO retrosynthesis dataset with 1.9M reactions from patents (1976-2016). The task is: Predict the reactants needed to synthesize the given product. Given the product [C:12]([O:11][C:9]([N:34]1[C:35]2[C:31](=[CH:30][C:29]([P:25]([O:24][CH3:23])([O:26][CH3:27])=[O:28])=[CH:37][CH:36]=2)[C:32]([I:38])=[N:33]1)=[O:10])([CH3:13])([CH3:14])[CH3:15], predict the reactants needed to synthesize it. The reactants are: [C:9](O[C:9]([O:11][C:12]([CH3:15])([CH3:14])[CH3:13])=[O:10])([O:11][C:12]([CH3:15])([CH3:14])[CH3:13])=[O:10].C(N(CC)CC)C.[CH3:23][O:24][P:25]([C:29]1[CH:30]=[C:31]2[C:35](=[CH:36][CH:37]=1)[NH:34][N:33]=[C:32]2[I:38])(=[O:28])[O:26][CH3:27].